Dataset: Catalyst prediction with 721,799 reactions and 888 catalyst types from USPTO. Task: Predict which catalyst facilitates the given reaction. (1) Reactant: [C:1]([O:5][C:6]([N:8]1[CH2:12][CH2:11][CH2:10][C:9]1=[O:13])=[O:7])([CH3:4])([CH3:3])[CH3:2].[C:14]1([Mg]Br)[CH:19]=[CH:18][CH:17]=[CH:16][CH:15]=1.Cl. Product: [C:1]([O:5][C:6](=[O:7])[NH:8][CH2:12][CH2:11][CH2:10][C:9](=[O:13])[C:14]1[CH:19]=[CH:18][CH:17]=[CH:16][CH:15]=1)([CH3:4])([CH3:3])[CH3:2]. The catalyst class is: 1. (2) Reactant: [C:1]([O:5][C:6]([N:8]1[CH2:13][CH2:12][N:11]2[CH2:14][C@H:15]([CH2:18][OH:19])[CH2:16][CH2:17][C@@H:10]2[CH2:9]1)=[O:7])([CH3:4])([CH3:3])[CH3:2].CC(C)([O-])C.[K+].Cl[CH2:27][CH2:28][CH2:29][N:30]1[CH2:35][CH2:34][CH2:33][CH2:32][CH2:31]1. Product: [C:1]([O:5][C:6]([N:8]1[CH2:13][CH2:12][N:11]2[CH2:14][C@H:15]([CH2:18][O:19][CH2:27][CH2:28][CH2:29][N:30]3[CH2:35][CH2:34][CH2:33][CH2:32][CH2:31]3)[CH2:16][CH2:17][C@@H:10]2[CH2:9]1)=[O:7])([CH3:4])([CH3:3])[CH3:2]. The catalyst class is: 1. (3) Product: [C:1]([O:5][C:6](=[O:18])[NH:7][CH2:8][CH2:9][N:10]1[CH:14]=[C:13]([NH2:15])[N:12]=[CH:11]1)([CH3:4])([CH3:2])[CH3:3]. Reactant: [C:1]([O:5][C:6](=[O:18])[NH:7][CH2:8][CH2:9][N:10]1[CH:14]=[C:13]([N+:15]([O-])=O)[N:12]=[CH:11]1)([CH3:4])([CH3:3])[CH3:2]. The catalyst class is: 43. (4) Reactant: [C:1]1([B:7]([OH:9])[OH:8])[CH:6]=[CH:5][CH:4]=[CH:3][CH:2]=1.O[C:11]([C:14](O)([CH3:16])[CH3:15])([CH3:13])[CH3:12]. Product: [C:1]1([B:7]2[O:9][C:14]([CH3:16])([CH3:15])[C:11]([CH3:13])([CH3:12])[O:8]2)[CH:6]=[CH:5][CH:4]=[CH:3][CH:2]=1. The catalyst class is: 11.